From a dataset of Merck oncology drug combination screen with 23,052 pairs across 39 cell lines. Regression. Given two drug SMILES strings and cell line genomic features, predict the synergy score measuring deviation from expected non-interaction effect. (1) Drug 1: Nc1ccn(C2OC(CO)C(O)C2(F)F)c(=O)n1. Drug 2: NC(=O)c1cccc2cn(-c3ccc(C4CCCNC4)cc3)nc12. Cell line: SW620. Synergy scores: synergy=-1.48. (2) Drug 1: NC1(c2ccc(-c3nc4ccn5c(=O)[nH]nc5c4cc3-c3ccccc3)cc2)CCC1. Drug 2: COC1CC2CCC(C)C(O)(O2)C(=O)C(=O)N2CCCCC2C(=O)OC(C(C)CC2CCC(OP(C)(C)=O)C(OC)C2)CC(=O)C(C)C=C(C)C(O)C(OC)C(=O)C(C)CC(C)C=CC=CC=C1C. Cell line: HCT116. Synergy scores: synergy=16.6. (3) Drug 2: C#Cc1cccc(Nc2ncnc3cc(OCCOC)c(OCCOC)cc23)c1. Drug 1: CS(=O)(=O)CCNCc1ccc(-c2ccc3ncnc(Nc4ccc(OCc5cccc(F)c5)c(Cl)c4)c3c2)o1. Cell line: DLD1. Synergy scores: synergy=20.0. (4) Drug 1: COC12C(COC(N)=O)C3=C(C(=O)C(C)=C(N)C3=O)N1CC1NC12. Drug 2: COC1CC2CCC(C)C(O)(O2)C(=O)C(=O)N2CCCCC2C(=O)OC(C(C)CC2CCC(OP(C)(C)=O)C(OC)C2)CC(=O)C(C)C=C(C)C(O)C(OC)C(=O)C(C)CC(C)C=CC=CC=C1C. Cell line: OCUBM. Synergy scores: synergy=4.81. (5) Drug 1: COC12C(COC(N)=O)C3=C(C(=O)C(C)=C(N)C3=O)N1CC1NC12. Cell line: A2780. Drug 2: CC(C)CC(NC(=O)C(Cc1ccccc1)NC(=O)c1cnccn1)B(O)O. Synergy scores: synergy=-12.1. (6) Drug 1: Nc1ccn(C2OC(CO)C(O)C2(F)F)c(=O)n1. Drug 2: CCc1cnn2c(NCc3ccc[n+]([O-])c3)cc(N3CCCCC3CCO)nc12. Cell line: DLD1. Synergy scores: synergy=-4.18. (7) Drug 1: COC12C(COC(N)=O)C3=C(C(=O)C(C)=C(N)C3=O)N1CC1NC12. Drug 2: N#Cc1ccc(Cn2cncc2CN2CCN(c3cccc(Cl)c3)C(=O)C2)cc1. Cell line: MDAMB436. Synergy scores: synergy=-11.9.